From a dataset of NCI-60 drug combinations with 297,098 pairs across 59 cell lines. Regression. Given two drug SMILES strings and cell line genomic features, predict the synergy score measuring deviation from expected non-interaction effect. (1) Drug 1: C1=NC2=C(N=C(N=C2N1C3C(C(C(O3)CO)O)O)F)N. Drug 2: CC12CCC3C(C1CCC2O)C(CC4=C3C=CC(=C4)O)CCCCCCCCCS(=O)CCCC(C(F)(F)F)(F)F. Cell line: HT29. Synergy scores: CSS=9.06, Synergy_ZIP=-3.09, Synergy_Bliss=-1.60, Synergy_Loewe=-0.966, Synergy_HSA=-0.766. (2) Drug 1: CCC1(CC2CC(C3=C(CCN(C2)C1)C4=CC=CC=C4N3)(C5=C(C=C6C(=C5)C78CCN9C7C(C=CC9)(C(C(C8N6C=O)(C(=O)OC)O)OC(=O)C)CC)OC)C(=O)OC)O.OS(=O)(=O)O. Synergy scores: CSS=-2.26, Synergy_ZIP=1.80, Synergy_Bliss=2.09, Synergy_Loewe=-0.244, Synergy_HSA=-0.640. Cell line: OVCAR-4. Drug 2: CC(C)CN1C=NC2=C1C3=CC=CC=C3N=C2N. (3) Drug 1: C1=CN(C(=O)N=C1N)C2C(C(C(O2)CO)O)O.Cl. Drug 2: C1CN1C2=NC(=NC(=N2)N3CC3)N4CC4. Cell line: SK-MEL-2. Synergy scores: CSS=40.6, Synergy_ZIP=-1.41, Synergy_Bliss=0.884, Synergy_Loewe=-1.13, Synergy_HSA=3.31. (4) Drug 2: C(CN)CNCCSP(=O)(O)O. Drug 1: COC1=NC(=NC2=C1N=CN2C3C(C(C(O3)CO)O)O)N. Cell line: UACC-257. Synergy scores: CSS=-1.46, Synergy_ZIP=1.88, Synergy_Bliss=1.64, Synergy_Loewe=0.898, Synergy_HSA=-1.22. (5) Drug 1: CC1=C2C(C(=O)C3(C(CC4C(C3C(C(C2(C)C)(CC1OC(=O)C(C(C5=CC=CC=C5)NC(=O)OC(C)(C)C)O)O)OC(=O)C6=CC=CC=C6)(CO4)OC(=O)C)OC)C)OC. Drug 2: C(=O)(N)NO. Cell line: MOLT-4. Synergy scores: CSS=49.4, Synergy_ZIP=-2.67, Synergy_Bliss=-3.90, Synergy_Loewe=-13.4, Synergy_HSA=-3.11. (6) Drug 1: CC=C1C(=O)NC(C(=O)OC2CC(=O)NC(C(=O)NC(CSSCCC=C2)C(=O)N1)C(C)C)C(C)C. Drug 2: C1=CC=C(C=C1)NC(=O)CCCCCCC(=O)NO. Cell line: UACC62. Synergy scores: CSS=71.8, Synergy_ZIP=1.62, Synergy_Bliss=1.07, Synergy_Loewe=-0.322, Synergy_HSA=2.80.